Predict which catalyst facilitates the given reaction. From a dataset of Catalyst prediction with 721,799 reactions and 888 catalyst types from USPTO. (1) Reactant: [C:1]([C:4]1[C:12]2[C:7](=[CH:8][C:9]([CH3:21])=[C:10]([O:13]CC3C=CC=CC=3)[CH:11]=2)[N:6]([CH2:22][C:23]([O:25][CH3:26])=[O:24])[N:5]=1)(=[O:3])[CH3:2]. Product: [C:1]([C:4]1[C:12]2[C:7](=[CH:8][C:9]([CH3:21])=[C:10]([OH:13])[CH:11]=2)[N:6]([CH2:22][C:23]([O:25][CH3:26])=[O:24])[N:5]=1)(=[O:3])[CH3:2]. The catalyst class is: 1. (2) Reactant: [C:1]([NH:4][C:5]1[C:14]([O:15][CH:16]2[CH2:20][CH2:19][CH2:18][CH2:17]2)=[C:13]([O:21][CH3:22])[CH:12]=[CH:11][C:6]=1[C:7]([O:9][CH3:10])=[O:8])(=[O:3])[CH3:2].[H-].[Na+].I[CH3:26]. Product: [CH:16]1([O:15][C:14]2[C:5]([N:4]([CH3:26])[C:1](=[O:3])[CH3:2])=[C:6]([CH:11]=[CH:12][C:13]=2[O:21][CH3:22])[C:7]([O:9][CH3:10])=[O:8])[CH2:17][CH2:18][CH2:19][CH2:20]1. The catalyst class is: 1. (3) Reactant: [C:1]1([C@@H:7]([NH2:16])[C@@H:8]([C:10]2[CH:15]=[CH:14][CH:13]=[CH:12][CH:11]=2)[NH2:9])[CH:6]=[CH:5][CH:4]=[CH:3][CH:2]=1.C(N(CC)CC)C.[CH:24]([C:27]1[CH:32]=[C:31]([CH:33]([CH3:35])[CH3:34])[CH:30]=[C:29]([CH:36]([CH3:38])[CH3:37])[C:28]=1[S:39](Cl)(=[O:41])=[O:40])([CH3:26])[CH3:25]. Product: [NH2:16][C@H:7]([C:1]1[CH:2]=[CH:3][CH:4]=[CH:5][CH:6]=1)[C@H:8]([NH:9][S:39]([C:28]1[C:29]([CH:36]([CH3:37])[CH3:38])=[CH:30][C:31]([CH:33]([CH3:35])[CH3:34])=[CH:32][C:27]=1[CH:24]([CH3:26])[CH3:25])(=[O:41])=[O:40])[C:10]1[CH:15]=[CH:14][CH:13]=[CH:12][CH:11]=1. The catalyst class is: 4. (4) The catalyst class is: 295. Reactant: [CH:1]1([C:4]2[N:9]=[C:8]([CH2:10][N:11]3[C:19]4[CH:18]=[CH:17][C:16]([F:20])=[C:15]([C:21]([O:23]C)=[O:22])[C:14]=4[C:13]([CH3:25])=[N:12]3)[CH:7]=[CH:6][CH:5]=2)[CH2:3][CH2:2]1.[OH-].[Li+]. Product: [CH:1]1([C:4]2[N:9]=[C:8]([CH2:10][N:11]3[C:19]4[CH:18]=[CH:17][C:16]([F:20])=[C:15]([C:21]([OH:23])=[O:22])[C:14]=4[C:13]([CH3:25])=[N:12]3)[CH:7]=[CH:6][CH:5]=2)[CH2:2][CH2:3]1. (5) Reactant: [CH3:1][C:2]1[CH:3]=[CH:4][C:5]([CH:8]2[CH2:12][CH2:11][NH:10][CH2:9]2)=[N:6][CH:7]=1.[CH3:13][C:14]([O:17][C:18](O[C:18]([O:17][C:14]([CH3:16])([CH3:15])[CH3:13])=[O:19])=[O:19])([CH3:16])[CH3:15].CCN(CC)CC. Product: [CH3:1][C:2]1[CH:3]=[CH:4][C:5]([CH:8]2[CH2:12][CH2:11][N:10]([C:18]([O:17][C:14]([CH3:16])([CH3:15])[CH3:13])=[O:19])[CH2:9]2)=[N:6][CH:7]=1. The catalyst class is: 2. (6) Reactant: [S:1]1[CH:5]=[CH:4][C:3]2[C:6]([N:10]3[CH2:15][CH2:14][N:13]([CH2:16][CH2:17][CH2:18][O:19][C:20]4[CH:21]=[C:22]5[C:27](=[CH:28][CH:29]=4)[NH:26][C:25](=[O:30])[CH2:24][CH2:23]5)[CH2:12][CH2:11]3)=[CH:7][CH:8]=[CH:9][C:2]1=2.[Cl:31]CCCOC1C=C2C(=CC=1)NC(=O)CC2.CO.Cl. Product: [ClH:31].[S:1]1[CH:5]=[CH:4][C:3]2[C:6]([N:10]3[CH2:11][CH2:12][N:13]([CH2:16][CH2:17][CH2:18][O:19][C:20]4[CH:21]=[C:22]5[C:27](=[CH:28][CH:29]=4)[NH:26][C:25](=[O:30])[CH2:24][CH2:23]5)[CH2:14][CH2:15]3)=[CH:7][CH:8]=[CH:9][C:2]1=2. The catalyst class is: 5. (7) Reactant: [CH:1]1[N:9]2[C:4]([C:5]3([CH2:18][CH2:17][NH:16][CH2:15][CH2:14]3)[O:6][C:7]3[CH:13]=[CH:12][CH:11]=[CH:10][C:8]=32)=[CH:3][CH:2]=1.[F:19][C:20]1[CH:28]=[CH:27][C:23]([C:24](O)=[O:25])=[CH:22][C:21]=1[C:29]([F:32])([F:31])[F:30].C(N(CC)CC)C.CN(C(ON1N=NC2C=CC=NC1=2)=[N+](C)C)C.F[P-](F)(F)(F)(F)F. Product: [F:19][C:20]1[CH:28]=[CH:27][C:23]([C:24]([N:16]2[CH2:17][CH2:18][C:5]3([O:6][C:7]4[CH:13]=[CH:12][CH:11]=[CH:10][C:8]=4[N:9]4[CH:1]=[CH:2][CH:3]=[C:4]34)[CH2:14][CH2:15]2)=[O:25])=[CH:22][C:21]=1[C:29]([F:30])([F:31])[F:32]. The catalyst class is: 3. (8) Reactant: [I:1][C:2]1[CH:3]=[C:4]([NH:8][C:9](=[O:56])[CH2:10][N:11]2[CH:15]=[CH:14][N:13]=[C:12]2[CH2:16][N:17]([CH2:30][C:31]2[N:32]([CH2:36][C:37]([N:39]([CH2:48][C:49]([O:51]C(C)(C)C)=[O:50])[CH2:40][C:41]([O:43]C(C)(C)C)=[O:42])=[O:38])[CH:33]=[CH:34][N:35]=2)[CH2:18][CH2:19][C:20]2[CH:25]=[CH:24][C:23]([S:26](=[O:29])(=[O:28])[NH2:27])=[CH:22][CH:21]=2)[CH:5]=[CH:6][CH:7]=1. Product: [I:1][C:2]1[CH:3]=[C:4]([NH:8][C:9](=[O:56])[CH2:10][N:11]2[CH:15]=[CH:14][N:13]=[C:12]2[CH2:16][N:17]([CH2:30][C:31]2[N:32]([CH2:36][C:37]([N:39]([CH2:48][C:49]([OH:51])=[O:50])[CH2:40][C:41]([OH:43])=[O:42])=[O:38])[CH:33]=[CH:34][N:35]=2)[CH2:18][CH2:19][C:20]2[CH:21]=[CH:22][C:23]([S:26](=[O:28])(=[O:29])[NH2:27])=[CH:24][CH:25]=2)[CH:5]=[CH:6][CH:7]=1. The catalyst class is: 157.